From a dataset of NCI-60 drug combinations with 297,098 pairs across 59 cell lines. Regression. Given two drug SMILES strings and cell line genomic features, predict the synergy score measuring deviation from expected non-interaction effect. (1) Drug 1: C1=C(C(=O)NC(=O)N1)F. Drug 2: C1C(C(OC1N2C=NC3=C2NC=NCC3O)CO)O. Cell line: RXF 393. Synergy scores: CSS=29.6, Synergy_ZIP=-8.26, Synergy_Bliss=-6.84, Synergy_Loewe=-4.93, Synergy_HSA=-3.74. (2) Drug 1: C1CCC(CC1)NC(=O)N(CCCl)N=O. Drug 2: CC1=C2C(C(=O)C3(C(CC4C(C3C(C(C2(C)C)(CC1OC(=O)C(C(C5=CC=CC=C5)NC(=O)C6=CC=CC=C6)O)O)OC(=O)C7=CC=CC=C7)(CO4)OC(=O)C)O)C)OC(=O)C. Cell line: SF-539. Synergy scores: CSS=31.9, Synergy_ZIP=-6.50, Synergy_Bliss=-3.27, Synergy_Loewe=-12.0, Synergy_HSA=-1.24. (3) Drug 1: COC1=CC(=CC(=C1O)OC)C2C3C(COC3=O)C(C4=CC5=C(C=C24)OCO5)OC6C(C(C7C(O6)COC(O7)C8=CC=CS8)O)O. Drug 2: CS(=O)(=O)CCNCC1=CC=C(O1)C2=CC3=C(C=C2)N=CN=C3NC4=CC(=C(C=C4)OCC5=CC(=CC=C5)F)Cl. Cell line: HCT-15. Synergy scores: CSS=66.2, Synergy_ZIP=10.2, Synergy_Bliss=12.7, Synergy_Loewe=-15.4, Synergy_HSA=11.7. (4) Drug 1: CNC(=O)C1=CC=CC=C1SC2=CC3=C(C=C2)C(=NN3)C=CC4=CC=CC=N4. Drug 2: C1CCC(CC1)NC(=O)N(CCCl)N=O. Cell line: SK-MEL-5. Synergy scores: CSS=-2.69, Synergy_ZIP=2.12, Synergy_Bliss=4.16, Synergy_Loewe=-3.63, Synergy_HSA=-2.71. (5) Drug 1: CS(=O)(=O)CCNCC1=CC=C(O1)C2=CC3=C(C=C2)N=CN=C3NC4=CC(=C(C=C4)OCC5=CC(=CC=C5)F)Cl. Drug 2: CC1=C(C(=O)C2=C(C1=O)N3CC4C(C3(C2COC(=O)N)OC)N4)N. Cell line: SK-MEL-5. Synergy scores: CSS=38.3, Synergy_ZIP=-2.22, Synergy_Bliss=-1.47, Synergy_Loewe=-12.7, Synergy_HSA=1.16.